Dataset: Catalyst prediction with 721,799 reactions and 888 catalyst types from USPTO. Task: Predict which catalyst facilitates the given reaction. Reactant: C(N(CC)CC)C.[CH3:8][N:9]([CH3:14])[S:10](Cl)(=[O:12])=[O:11].[C:15]([C:17]1([C:23]2[N:28]=[CH:27][C:26]([NH:29][C:30]([C:32]3[CH:33]=[N:34][N:35]([C:38]4[CH:43]=[CH:42][C:41]([C:44]([F:47])([F:46])[F:45])=[CH:40][N:39]=4)[C:36]=3[CH3:37])=[O:31])=[CH:25][CH:24]=2)[CH2:22][CH2:21][NH:20][CH2:19][CH2:18]1)#[N:16].ClCCl. Product: [C:15]([C:17]1([C:23]2[N:28]=[CH:27][C:26]([NH:29][C:30]([C:32]3[CH:33]=[N:34][N:35]([C:38]4[CH:43]=[CH:42][C:41]([C:44]([F:47])([F:46])[F:45])=[CH:40][N:39]=4)[C:36]=3[CH3:37])=[O:31])=[CH:25][CH:24]=2)[CH2:18][CH2:19][N:20]([S:10](=[O:12])(=[O:11])[N:9]([CH3:14])[CH3:8])[CH2:21][CH2:22]1)#[N:16]. The catalyst class is: 6.